The task is: Predict the reaction yield, written as a fraction of the theoretical maximum amount of product (1.0 means a 100% yield; for example, 0.34 means a 34% yield).. This data is from Reaction yield outcomes from USPTO patents with 853,638 reactions. The catalyst is C(#N)C. The reactants are [NH2:1][C:2]1[S:3][CH:4]=[CH:5][N:6]=1.C(N=C(N(C)C)N(C)C)(C)(C)C.[Cl:19][C:20]1[CH:21]=[C:22]([C@H:27]2[CH2:31][CH2:30][N:29]([C@H:32]3[CH2:36][CH2:35][N:34]([C:37]4[CH:42]=[CH:41][C:40]([S:43](Cl)(=[O:45])=[O:44])=[CH:39][CH:38]=4)[C:33]3=[O:47])[CH2:28]2)[CH:23]=[C:24]([Cl:26])[CH:25]=1. The product is [Cl:26][C:24]1[CH:23]=[C:22]([C@H:27]2[CH2:31][CH2:30][N:29]([C@H:32]3[CH2:36][CH2:35][N:34]([C:37]4[CH:38]=[CH:39][C:40]([S:43]([NH:1][C:2]5[S:3][CH:4]=[CH:5][N:6]=5)(=[O:44])=[O:45])=[CH:41][CH:42]=4)[C:33]3=[O:47])[CH2:28]2)[CH:21]=[C:20]([Cl:19])[CH:25]=1. The yield is 0.280.